From a dataset of Experimentally validated miRNA-target interactions with 360,000+ pairs, plus equal number of negative samples. Binary Classification. Given a miRNA mature sequence and a target amino acid sequence, predict their likelihood of interaction. (1) The miRNA is hsa-miR-4685-5p with sequence CCCAGGGCUUGGAGUGGGGCAAGGUU. The protein sequence of the target gene is MAAGQREARPQVSLTFEDVAVLFTRDEWRKLAPSQRNLYRDVMLENYRNLVSLGLPFTKPKVISLLQQGEDPWEVEKDGSGVSSLGSKSSHKTTKSTQTQDSSFQGLILKRSNRNVPWDLKLEKPYIYEGRLEKKQDKKGSFQIVSATHKKIPTIERSHKNTELSQNFSPKSVLIRQQILPREKTPPKCEIQGNSLKQNSQLLNQPKITADKRYKCSLCEKTFINTSSLRKHEKNHSGEKLFKCKECSKAFSQSSALIQHQITHTGEKPYICKECGKAFTLSTSLYKHLRTHTVEKSYRC.... Result: 0 (no interaction). (2) The miRNA is hsa-miR-130b-3p with sequence CAGUGCAAUGAUGAAAGGGCAU. The protein sequence of the target gene is MNQVTIQWDAVIALYILFSWCHGGITNINCSGHIWVEPATIFKMGMNISIYCQAAIKNCQPRKLHFYKNGIKERFQITRINKTTARLWYKNFLEPHASMYCTAECPKHFQETLICGKDISSGYPPDIPDEVTCVIYEYSGNMTCTWNAGKLTYIDTKYVVHVKSLETEEEQQYLTSSYINISTDSLQGGKKYLVWVQAANALGMEESKQLQIHLDDIVIPSAAVISRAETINATVPKTIIYWDSQTTIEKVSCEMRYKATTNQTWNVKEFDTNFTYVQQSEFYLEPNIKYVFQVRCQETG.... Result: 1 (interaction). (3) The miRNA is hsa-miR-6805-5p with sequence UAGGGGGCGGCUUGUGGAGUGU. The protein sequence of the target gene is MSVAGLKKQFHKATQKVSEKVGGAEGTKLDDDFKEMERKVDVTSRAVMEIMTKTIEYLQPNPASRAKLSMINTMSKIRGQEKGPGYPQAEALLAEAMLKFGRELGDDCNFGPALGEVGEAMRELSEVKDSLDIEVKQNFIDPLQNLHDKDLREIQHHLKKLEGRRLDFDYKKKRQGKIPDEELRQALEKFDESKEIAESSMFNLLEMDIEQVSQLSALVQAQLEYHKQAVQILQQVTVRLEERIRQASSQPRREYQPKPRMSLEFPTGDSTQPNGGLSHTGTPKPSGVQMDQPCCRALYD.... Result: 0 (no interaction). (4) The miRNA is hsa-miR-5582-3p with sequence UAAAACUUUAAGUGUGCCUAGG. The protein sequence of the target gene is MASEDIAKLAETLAKTQVAGGQLSFKGKSLKLNTAEDAKDVIKEIEDFDSLEALRLEGNTVGVEAARVIAKALEKKSELKRCHWSDMFTGRLRTEIPPALISLGEGLITAGAQLVELDLSDNAFGPDGVQGFEALLKSSACFTLQELKLNNCGMGIGGGKILAAALTECHRKSSAQGKPLALKVFVAGRNRLENDGATALAEAFRVIGTLEEVHMPQNGINHPGITALAQAFAVNPLLRVINLNDNTFTEKGAVAMAETLKTLRQVEVINFGDCLVRSKGAVAIADAIRGGLPKLKELNL.... Result: 0 (no interaction). (5) The miRNA is hsa-miR-3127-5p with sequence AUCAGGGCUUGUGGAAUGGGAAG. The protein sequence of the target gene is MEEGGSTGSAGSDSSTSGSGGAQQRELERMAEVLVTGEQLRLRLHEEKVIKDRRHHLKTYPNCFVAKELIDWLIEHKEASDRETAIKLMQKLADRGIIHHVCDEHKEFKDVKLFYRFRKDDGTFPLDNEVKAFMRGQRLYEKLMSPENTLLQPREEEGVKYERTFMASEFLDWLVQEGEATTRKEAEQLCHRLMEHGIIQHVSNKHPFVDSNLLYQFRMNFRRRRRLMELLNEKSPSSQETHDSPFCLRKQSHDNRKSTSFMSVSPSKEIKIVSAVRRSSMSSCGSSGYFSSSPTLSSSP.... Result: 0 (no interaction). (6) The miRNA is hsa-miR-3154 with sequence CAGAAGGGGAGUUGGGAGCAGA. The protein sequence of the target gene is MEDRRPHLEARPRNPPANHRGPMDGELPPRARNQTNNPAATNHAGRHLRASNHPAPFRQREERFRAMGRNPHQGRRNQEGHTSDEARDQRQSQNDTRRRNDDQEGRSHRPPWSSDTFQQWHTPPQKPGEQPQQTKRLGYKFLESLLQKEPSEVAITLATSLGLKELLSHSSMKPSFLQLICQVLRKACSSRIDRQSILHVLGILNNSKFLRVCLPAYVVGMITEPSPDIRNQYPEHISNIISLLQDLVSVFPASSMQETSMLISLLPTSLNALRASGVDIEEETEKNLEKVQAIIKYLQE.... Result: 0 (no interaction). (7) The miRNA is hsa-miR-411-5p with sequence UAGUAGACCGUAUAGCGUACG. The protein sequence of the target gene is MLSKVLPVLLGILLILQSRVEGPQTESKNEASSRDVVYGPQPQPLENQLLSEETKSTETETGSRVGKLPEASRILNTILSNYDHKLRPGIGEKPTVVTVEISVNSLGPLSILDMEYTIDIIFSQTWYDERLCYNDTFESLVLNGNVVSQLWIPDTFFRNSKRTHEHEITMPNQMVRIYKDGKVLYTIRMTIDAGCSLHMLRFPMDSHSCPLSFSSFSYPENEMIYKWENFKLEINEKNSWKLFQFDFTGVSNKTEIITTPVGDFMVMTIFFNVSRRFGYVAFQNYVPSSVTTMLSWVSFW.... Result: 0 (no interaction). (8) The miRNA is mmu-miR-3091-3p with sequence CGGGCCUGACCAGUCUCAAGAC. The protein sequence of the target gene is MSVYFPIHCSDYLRSAEMTEVMMNAPSMEEIGLSPRKDGLSYQIFPDPSDFDRCCKLKDRLPSIVVEPTEGEVESGELRWPPEEFLVQEDEQDNCEETTNEKKDQ. Result: 0 (no interaction). (9) The miRNA is hsa-miR-3682-5p with sequence CUACUUCUACCUGUGUUAUCAU. The protein sequence of the target gene is MAPPVRYCIPGERLCNLEEGSPGSGTYTRHGYIFSSLAGCLMKSSENGALPVVSVVRETESQLLPDVGAIVTCKVSSINSRFAKVHILYVGSMPLKNSFRGTIRKEDVRATEKDKVEIYKSFRPGDIVLAKVISLGDAQSNYLLTTAENELGVVVAHSESGIQMVPISWCEMQCPKTHTKEFRKVARVQPEFLQT. Result: 0 (no interaction).